The task is: Predict the reactants needed to synthesize the given product.. This data is from Full USPTO retrosynthesis dataset with 1.9M reactions from patents (1976-2016). (1) Given the product [CH3:1][O:2][C:3]1[CH:4]=[C:5]([NH:9][C:10]2[CH:15]=[C:14]([N:16]([CH3:18])[CH3:17])[N:13]=[C:12]([N:19]3[CH2:24][CH2:23][N:22]([C:30]([C:26]4[S:25][CH:29]=[CH:28][CH:27]=4)=[O:31])[CH2:21][CH2:20]3)[N:11]=2)[CH:6]=[CH:7][CH:8]=1, predict the reactants needed to synthesize it. The reactants are: [CH3:1][O:2][C:3]1[CH:4]=[C:5]([NH:9][C:10]2[CH:15]=[C:14]([N:16]([CH3:18])[CH3:17])[N:13]=[C:12]([N:19]3[CH2:24][CH2:23][NH:22][CH2:21][CH2:20]3)[N:11]=2)[CH:6]=[CH:7][CH:8]=1.[S:25]1[CH:29]=[CH:28][CH:27]=[C:26]1[C:30](Cl)=[O:31].C(N(CC)CC)C. (2) The reactants are: [C:1]([O:5][N:6]=[C:7]1[C:16]2[C:11](=[CH:12][CH:13]=[C:14](Br)[CH:15]=2)[O:10][C:9]([C:18]2[N:19]=[CH:20][C:21]3[C:26]([CH:27]=2)=[CH:25][CH:24]=[CH:23][CH:22]=3)=[CH:8]1)([CH3:4])([CH3:3])[CH3:2].CC(C)([O-])C.[K+].[NH:34]1[CH2:38][CH2:37][CH2:36][CH2:35]1.COCCOC. Given the product [C:1]([O:5][N:6]=[C:7]1[C:16]2[C:11](=[CH:12][CH:13]=[C:14]([N:34]3[CH2:38][CH2:37][CH2:36][CH2:35]3)[CH:15]=2)[O:10][C:9]([C:18]2[N:19]=[CH:20][C:21]3[C:26]([CH:27]=2)=[CH:25][CH:24]=[CH:23][CH:22]=3)=[CH:8]1)([CH3:4])([CH3:3])[CH3:2], predict the reactants needed to synthesize it.